Task: Regression. Given a peptide amino acid sequence and an MHC pseudo amino acid sequence, predict their binding affinity value. This is MHC class II binding data.. Dataset: Peptide-MHC class II binding affinity with 134,281 pairs from IEDB (1) The MHC is DRB1_1101 with pseudo-sequence DRB1_1101. The binding affinity (normalized) is 0.345. The peptide sequence is NSQDHGWDLNAASAY. (2) The peptide sequence is VAVSEGKPTEKHIQI. The MHC is DRB1_1302 with pseudo-sequence DRB1_1302. The binding affinity (normalized) is 0.0832. (3) The peptide sequence is IAKVPPGPNITATYG. The MHC is HLA-DQA10201-DQB10202 with pseudo-sequence HLA-DQA10201-DQB10202. The binding affinity (normalized) is 0. (4) The peptide sequence is IAAYTAALVSGTATA. The MHC is DRB1_0401 with pseudo-sequence DRB1_0401. The binding affinity (normalized) is 0.812. (5) The peptide sequence is TKVIMGAVLIWVGIN. The MHC is DRB1_1101 with pseudo-sequence DRB1_1101. The binding affinity (normalized) is 0. (6) The peptide sequence is AFKVAATAANAAP. The MHC is DRB1_1501 with pseudo-sequence DRB1_1501. The binding affinity (normalized) is 0.348. (7) The peptide sequence is TGSDGKTTWCSQTDY. The MHC is DRB1_0405 with pseudo-sequence DRB1_0405. The binding affinity (normalized) is 0.146. (8) The peptide sequence is TATAAVGAATGAATA. The MHC is DRB3_0101 with pseudo-sequence DRB3_0101. The binding affinity (normalized) is 0.